From a dataset of Experimentally validated miRNA-target interactions with 360,000+ pairs, plus equal number of negative samples. Binary Classification. Given a miRNA mature sequence and a target amino acid sequence, predict their likelihood of interaction. (1) The protein sequence of the target gene is MVLCPVIGKLLHKRVVLASASPRRQEILSNAGLRFEVVPSKFKEKLDKASFATPYGYAMETAKQKALEVANRLYQKDLRAPDVVIGADTIVTVGGLILEKPVDKQDAYRMLSRLSGREHSVFTGVAIVHCSSKDHQLDTRVSEFYEETKVKFSELSEELLWEYVHSGEPMDKAGGYGIQALGGMLVESVHGDFLNVVGFPLNHFCKQLVKLYYPPRPEDLRRSVKHDSIPAADTFEDLSDVEGGGSEPTQRDAGSRDEKAEAGEAGQATAEAECHRTRETLPPFPTRLLELIEGFMLSKG.... The miRNA is hsa-miR-4444 with sequence CUCGAGUUGGAAGAGGCG. Result: 0 (no interaction). (2) The miRNA is mmu-miR-721 with sequence CAGUGCAAUUAAAAGGGGGAA. The protein sequence of the target gene is MVLGKVKSLTISFDCLNDSNVPVYSSGDTVSGRVNLEVTGEIRVKSLKIHARGHAKVRWTESRNAGSNTAYTQNYTEEVEYFNHKDILIGHERDDDNSEEGFHTIHSGRHEYAFSFELPQTPLATSFEGRHGSVRYWVKAELHRPWLLPVKLKKEFTVFEHIDINTPSLLSPQAGTKEKTLCCWFCTSGPISLSAKIERKGYTPGESIQIFAEIENCSSRMVVPKAAIYQTQAFYAKGKMKEVKQLVANLRGESLSSGKTETWNGKLLKIPPVSPSILDCSIIRVEYSLMVYVDIPGAMD.... Result: 1 (interaction). (3) The miRNA is hsa-miR-5089-3p with sequence AUGCUACUCGGAAAUCCCACUGA. The protein sequence of the target gene is MAAAVPKRMRGPAQAKLLPGSAIQALVGLARPLVLALLLVSAALSSVVSRTDSPSPTVLNSHISTPNVNALTHENQTKPSISQISTTLPPTTSTKKSGGASVVPHPSPTPLSQEEADNNEDPSIEEEDLLMLNSSPSTAKDTLDNGDYGEPDYDWTTGPRDDDESDDTLEENRGYMEIEQSVKSFKMPSSNIEEEDSHFFFHLIIFAFCIAVVYITYHNKRKIFLLVQSRKWRDGLCSKTVEYHRLDQNVNEAMPSLKITNDYIF. Result: 0 (no interaction). (4) The miRNA is hsa-miR-6783-3p with sequence UUCCUGGGCUUCUCCUCUGUAG. The protein sequence of the target gene is MGSTLGCHRSIPRDPSDLSHSRKFSAACNFSNILVNQERLNINTATEEELMTLPGVTRAVARSIVEYREYIGGFKKVEDLALVSGVGATKLEQVKFEICVSSKGSSAQHSPSSLRRDLLAEQQPHHLATAVPLTPRVNINTATPAQLMSVRGLSEKMALSIVDFRREHGPFRSVEDLVRMDGINAAFLDRIRHQVFAERSRPPSTHTNGGLTFTAKPHPSPTSLSLQSEDLDLPPGGPTQIISTRPSVEAFGGTRDGRPVLRLATWNLQGCSVEKANNPGVREVVCMTLLENSIKLLAVQ.... Result: 1 (interaction). (5) The miRNA is cel-miR-354-3p with sequence ACCUUGUUUGUUGCUGCUCCU. The protein sequence of the target gene is MYRPARVTSTSRFLNPYVVCFIVVAGVVILAVTIALLVYFLAFDQKSYFYRSSFQLLNVEYNSQLNSPATQEYRTLSGRIESLITKTFKESNLRNQFIRAHVAKLRQDGSGVRADVVMKFQFTRNNNGASMKSRIESVLRQMLNNSGNLEINPSTEITSLTDQAAANWLINECGAGPDLITLSEQRILGGTEAEEGSWPWQVSLRLNNAHHCGGSLINNMWILTAAHCFRSNSNPRDWIATSGISTTFPKLRMRVRNILIHNNYKSATHENDIALVRLENSVTFTKDIHSVCLPAATQNI.... Result: 0 (no interaction).